From a dataset of NCI-60 drug combinations with 297,098 pairs across 59 cell lines. Regression. Given two drug SMILES strings and cell line genomic features, predict the synergy score measuring deviation from expected non-interaction effect. (1) Drug 1: CC1C(C(CC(O1)OC2CC(CC3=C2C(=C4C(=C3O)C(=O)C5=C(C4=O)C(=CC=C5)OC)O)(C(=O)C)O)N)O.Cl. Drug 2: C(CN)CNCCSP(=O)(O)O. Cell line: SF-539. Synergy scores: CSS=20.8, Synergy_ZIP=-0.443, Synergy_Bliss=1.22, Synergy_Loewe=-29.6, Synergy_HSA=0.363. (2) Drug 1: C1CC(C1)(C(=O)O)C(=O)O.[NH2-].[NH2-].[Pt+2]. Drug 2: C1C(C(OC1N2C=NC(=NC2=O)N)CO)O. Cell line: HOP-62. Synergy scores: CSS=26.9, Synergy_ZIP=7.71, Synergy_Bliss=12.8, Synergy_Loewe=9.87, Synergy_HSA=9.83. (3) Drug 1: CCC1(CC2CC(C3=C(CCN(C2)C1)C4=CC=CC=C4N3)(C5=C(C=C6C(=C5)C78CCN9C7C(C=CC9)(C(C(C8N6C=O)(C(=O)OC)O)OC(=O)C)CC)OC)C(=O)OC)O.OS(=O)(=O)O. Drug 2: CC1C(C(CC(O1)OC2CC(CC3=C2C(=C4C(=C3O)C(=O)C5=C(C4=O)C(=CC=C5)OC)O)(C(=O)CO)O)N)O.Cl. Cell line: HL-60(TB). Synergy scores: CSS=59.0, Synergy_ZIP=7.67, Synergy_Bliss=6.61, Synergy_Loewe=7.85, Synergy_HSA=8.55. (4) Drug 1: CS(=O)(=O)C1=CC(=C(C=C1)C(=O)NC2=CC(=C(C=C2)Cl)C3=CC=CC=N3)Cl. Drug 2: CC1C(C(CC(O1)OC2CC(CC3=C2C(=C4C(=C3O)C(=O)C5=C(C4=O)C(=CC=C5)OC)O)(C(=O)C)O)N)O.Cl. Cell line: COLO 205. Synergy scores: CSS=36.5, Synergy_ZIP=6.48, Synergy_Bliss=7.61, Synergy_Loewe=-39.8, Synergy_HSA=2.24.